From a dataset of Full USPTO retrosynthesis dataset with 1.9M reactions from patents (1976-2016). Predict the reactants needed to synthesize the given product. (1) Given the product [Cl:15][C:16]1[CH:17]=[C:18]([N:22]2[CH2:27][CH2:26][N:25]([C:12]([C:8]3[N:7]([C:1]4[CH:2]=[CH:3][CH:4]=[CH:5][CH:6]=4)[CH:11]=[CH:10][CH:9]=3)=[O:14])[CH2:24][CH2:23]2)[CH:19]=[CH:20][CH:21]=1, predict the reactants needed to synthesize it. The reactants are: [C:1]1([N:7]2[CH:11]=[CH:10][CH:9]=[C:8]2[C:12]([OH:14])=O)[CH:6]=[CH:5][CH:4]=[CH:3][CH:2]=1.[Cl:15][C:16]1[CH:17]=[C:18]([N:22]2[CH2:27][CH2:26][NH:25][CH2:24][CH2:23]2)[CH:19]=[CH:20][CH:21]=1.C(Cl)(=O)C(Cl)=O. (2) Given the product [C:20]([O:24][C:25](=[O:50])[CH2:26][N:27]1[C:31]2[CH:32]=[CH:33][C:34]([N:36]([CH2:8][C:7]3[CH:10]=[CH:11][C:4]([O:3][C:2]([F:13])([F:12])[F:1])=[CH:5][CH:6]=3)[S:37]([C:40]3[CH:41]=[CH:42][C:43]([F:46])=[CH:44][CH:45]=3)(=[O:38])=[O:39])=[CH:35][C:30]=2[N:29]=[C:28]1[CH2:47][CH2:48][CH3:49])([CH3:23])([CH3:22])[CH3:21], predict the reactants needed to synthesize it. The reactants are: [F:1][C:2]([F:13])([F:12])[O:3][C:4]1[CH:11]=[CH:10][C:7]([CH2:8]Br)=[CH:6][CH:5]=1.C([O-])([O-])=O.[K+].[K+].[C:20]([O:24][C:25](=[O:50])[CH2:26][N:27]1[C:31]2[CH:32]=[CH:33][C:34]([NH:36][S:37]([C:40]3[CH:45]=[CH:44][C:43]([F:46])=[CH:42][CH:41]=3)(=[O:39])=[O:38])=[CH:35][C:30]=2[N:29]=[C:28]1[CH2:47][CH2:48][CH3:49])([CH3:23])([CH3:22])[CH3:21]. (3) Given the product [CH3:21][C:20]1[C:14]2[N+:13]([O-:22])=[N:12][C:11]([NH:9][CH2:8][CH2:7][N:1]3[CH2:6][CH2:5][CH2:4][CH2:3][CH2:2]3)=[N:16][C:15]=2[CH:17]=[CH:18][CH:19]=1, predict the reactants needed to synthesize it. The reactants are: [N:1]1([CH2:7][CH2:8][NH2:9])[CH2:6][CH2:5][CH2:4][CH2:3][CH2:2]1.Cl[C:11]1[N:12]=[N+:13]([O-:22])[C:14]2[C:20]([CH3:21])=[CH:19][CH:18]=[CH:17][C:15]=2[N:16]=1. (4) The reactants are: O1CCCC1.[Cl:6][C:7]1[CH:8]=[C:9]([CH:13]=[CH:14][N:15]=1)[C:10](O)=[O:11]. Given the product [Cl:6][C:7]1[CH:8]=[C:9]([CH2:10][OH:11])[CH:13]=[CH:14][N:15]=1, predict the reactants needed to synthesize it. (5) Given the product [Cl:11][CH2:12][C:13]([C:2]1[C:3]([CH3:10])=[C:4]([CH:7]=[CH:8][CH:9]=1)[C:5]#[N:6])=[O:14], predict the reactants needed to synthesize it. The reactants are: I[C:2]1[C:3]([CH3:10])=[C:4]([CH:7]=[CH:8][CH:9]=1)[C:5]#[N:6].[Cl:11][CH2:12][C:13](N(OC)C)=[O:14]. (6) Given the product [Br:1][C:2]1[CH:7]=[CH:6][N:5]=[C:4]([NH:8][C:9]2[O:10][C:11]([C:14]([OH:16])=[O:15])=[CH:12][N:13]=2)[CH:3]=1, predict the reactants needed to synthesize it. The reactants are: [Br:1][C:2]1[CH:7]=[CH:6][N:5]=[C:4]([NH:8][C:9]2[O:10][C:11]([C:14]([O:16]CC)=[O:15])=[CH:12][N:13]=2)[CH:3]=1.[OH-].[K+].O.CCO.Cl. (7) Given the product [Cl:33][C:27]1[CH:28]=[CH:29][CH:30]=[C:31]([Cl:32])[C:26]=1[C:25]([NH:24][CH:4]([CH2:5]/[CH:6]=[CH:7]/[C:8]1[CH:9]=[CH:10][C:11]([N:14]([CH:21]([CH3:23])[CH3:22])[C:15]2[N:16]=[CH:17][CH:18]=[CH:19][N:20]=2)=[CH:12][CH:13]=1)[C:3]([OH:35])=[O:2])=[O:34], predict the reactants needed to synthesize it. The reactants are: C[O:2][C:3](=[O:35])[CH:4]([NH:24][C:25](=[O:34])[C:26]1[C:31]([Cl:32])=[CH:30][CH:29]=[CH:28][C:27]=1[Cl:33])[CH2:5]/[CH:6]=[CH:7]/[C:8]1[CH:13]=[CH:12][C:11]([N:14]([CH:21]([CH3:23])[CH3:22])[C:15]2[N:20]=[CH:19][CH:18]=[CH:17][N:16]=2)=[CH:10][CH:9]=1.O.